Dataset: Forward reaction prediction with 1.9M reactions from USPTO patents (1976-2016). Task: Predict the product of the given reaction. (1) Given the reactants [NH2:1][C:2]1[N:7]=[CH:6][N:5]=[C:4]2[N:8]([CH:12]([C:14]3[CH:19]=[N:18][N:17]([CH2:20][CH2:21][N:22]4[CH2:27][CH2:26][O:25][CH2:24][CH2:23]4)[C:16](=[O:28])[C:15]=3[C:29]3[CH:34]=[CH:33][CH:32]=[CH:31][CH:30]=3)[CH3:13])[N:9]=[C:10](I)[C:3]=12.[F:35][C:36]1[CH:37]=[C:38](B(O)O)[CH:39]=[C:40]([OH:42])[CH:41]=1, predict the reaction product. The product is: [NH2:1][C:2]1[N:7]=[CH:6][N:5]=[C:4]2[N:8]([CH:12]([C:14]3[CH:19]=[N:18][N:17]([CH2:20][CH2:21][N:22]4[CH2:27][CH2:26][O:25][CH2:24][CH2:23]4)[C:16](=[O:28])[C:15]=3[C:29]3[CH:34]=[CH:33][CH:32]=[CH:31][CH:30]=3)[CH3:13])[N:9]=[C:10]([C:38]3[CH:39]=[C:40]([OH:42])[CH:41]=[C:36]([F:35])[CH:37]=3)[C:3]=12. (2) Given the reactants CN([CH:9]=[O:10])C1C=CC=CC=1.O=P(Cl)(Cl)Cl.[CH3:16][O:17][C:18]1[CH:23]=[CH:22][C:21]([O:24][CH3:25])=[C:20]([O:26][CH3:27])[C:19]=1[O:28][CH3:29], predict the reaction product. The product is: [CH3:16][O:17][C:18]1[C:19]([O:28][CH3:29])=[C:20]([O:26][CH3:27])[C:21]([O:24][CH3:25])=[CH:22][C:23]=1[CH:9]=[O:10].